From a dataset of NCI-60 drug combinations with 297,098 pairs across 59 cell lines. Regression. Given two drug SMILES strings and cell line genomic features, predict the synergy score measuring deviation from expected non-interaction effect. (1) Drug 1: C1CCC(CC1)NC(=O)N(CCCl)N=O. Drug 2: CN1C2=C(C=C(C=C2)N(CCCl)CCCl)N=C1CCCC(=O)O.Cl. Cell line: SK-MEL-2. Synergy scores: CSS=27.4, Synergy_ZIP=-3.13, Synergy_Bliss=2.26, Synergy_Loewe=-0.0678, Synergy_HSA=0.180. (2) Cell line: NCI/ADR-RES. Synergy scores: CSS=1.21, Synergy_ZIP=-0.212, Synergy_Bliss=-1.05, Synergy_Loewe=-3.80, Synergy_HSA=-3.64. Drug 1: C1=CC(=CC=C1CC(C(=O)O)N)N(CCCl)CCCl.Cl. Drug 2: CC(C)CN1C=NC2=C1C3=CC=CC=C3N=C2N. (3) Drug 1: CC1=C(C=C(C=C1)NC(=O)C2=CC=C(C=C2)CN3CCN(CC3)C)NC4=NC=CC(=N4)C5=CN=CC=C5. Drug 2: CCN(CC)CCCC(C)NC1=C2C=C(C=CC2=NC3=C1C=CC(=C3)Cl)OC. Cell line: EKVX. Synergy scores: CSS=14.9, Synergy_ZIP=-4.54, Synergy_Bliss=-5.02, Synergy_Loewe=-12.7, Synergy_HSA=-2.69. (4) Drug 1: C1CC(C1)(C(=O)O)C(=O)O.[NH2-].[NH2-].[Pt+2]. Drug 2: C1CN(CCN1C(=O)CCBr)C(=O)CCBr. Cell line: HCC-2998. Synergy scores: CSS=12.3, Synergy_ZIP=-5.25, Synergy_Bliss=-4.21, Synergy_Loewe=-15.4, Synergy_HSA=-1.73. (5) Drug 1: C1C(C(OC1N2C=NC3=C2NC=NCC3O)CO)O. Drug 2: C1CCC(C(C1)N)N.C(=O)(C(=O)[O-])[O-].[Pt+4]. Cell line: SR. Synergy scores: CSS=54.7, Synergy_ZIP=-1.16, Synergy_Bliss=-3.03, Synergy_Loewe=-15.3, Synergy_HSA=-2.30. (6) Drug 1: CC12CCC3C(C1CCC2=O)CC(=C)C4=CC(=O)C=CC34C. Drug 2: CC1CCC2CC(C(=CC=CC=CC(CC(C(=O)C(C(C(=CC(C(=O)CC(OC(=O)C3CCCCN3C(=O)C(=O)C1(O2)O)C(C)CC4CCC(C(C4)OC)O)C)C)O)OC)C)C)C)OC. Cell line: SK-MEL-2. Synergy scores: CSS=55.7, Synergy_ZIP=-2.67, Synergy_Bliss=-0.284, Synergy_Loewe=1.40, Synergy_HSA=1.86. (7) Drug 1: C1CCN(CC1)CCOC2=CC=C(C=C2)C(=O)C3=C(SC4=C3C=CC(=C4)O)C5=CC=C(C=C5)O. Drug 2: COC1=C2C(=CC3=C1OC=C3)C=CC(=O)O2. Cell line: HS 578T. Synergy scores: CSS=-4.80, Synergy_ZIP=5.90, Synergy_Bliss=5.33, Synergy_Loewe=-3.76, Synergy_HSA=-3.09. (8) Drug 1: CCC1(CC2CC(C3=C(CCN(C2)C1)C4=CC=CC=C4N3)(C5=C(C=C6C(=C5)C78CCN9C7C(C=CC9)(C(C(C8N6C=O)(C(=O)OC)O)OC(=O)C)CC)OC)C(=O)OC)O.OS(=O)(=O)O. Drug 2: CC1=C(C=C(C=C1)C(=O)NC2=CC(=CC(=C2)C(F)(F)F)N3C=C(N=C3)C)NC4=NC=CC(=N4)C5=CN=CC=C5. Cell line: IGROV1. Synergy scores: CSS=3.05, Synergy_ZIP=2.18, Synergy_Bliss=6.60, Synergy_Loewe=4.50, Synergy_HSA=4.57.